From a dataset of Forward reaction prediction with 1.9M reactions from USPTO patents (1976-2016). Predict the product of the given reaction. (1) Given the reactants [NH2:1][CH:2]1[C:10]2[C:5](=[CH:6][CH:7]=[CH:8][CH:9]=2)[CH2:4][CH2:3]1.[CH2:11]([C:18]1([N:25]([CH3:27])[CH3:26])[CH2:23][CH2:22][C:21](=O)[CH2:20][CH2:19]1)[C:12]1[CH:17]=[CH:16][CH:15]=[CH:14][CH:13]=1.S([O-])([O-])(=O)=O.[Na+].[Na+], predict the reaction product. The product is: [CH2:11]([C:18]1([N:25]([CH3:26])[CH3:27])[CH2:23][CH2:22][CH:21]([NH:1][CH:2]2[C:10]3[C:5](=[CH:6][CH:7]=[CH:8][CH:9]=3)[CH2:4][CH2:3]2)[CH2:20][CH2:19]1)[C:12]1[CH:17]=[CH:16][CH:15]=[CH:14][CH:13]=1. (2) Given the reactants [C:1]([C:3]1[CH:21]=[CH:20][C:6]([O:7][CH2:8][CH2:9][CH:10]2[CH2:12][N:11]2[C:13]([O:15][C:16]([CH3:19])([CH3:18])[CH3:17])=[O:14])=[CH:5][CH:4]=1)#[N:2].[CH2:22]([S:26]([N:29]1[CH2:36][CH:35]2[CH2:37][CH:31]([CH2:32][NH:33][CH2:34]2)[CH2:30]1)(=[O:28])=[O:27])[CH2:23][CH2:24][CH3:25], predict the reaction product. The product is: [CH2:22]([S:26]([N:29]1[CH2:30][CH:31]2[CH2:37][CH:35]([CH2:34][N:33]([CH2:12][CH:10]([NH:11][C:13](=[O:14])[O:15][C:16]([CH3:17])([CH3:18])[CH3:19])[CH2:9][CH2:8][O:7][C:6]3[CH:5]=[CH:4][C:3]([C:1]#[N:2])=[CH:21][CH:20]=3)[CH2:32]2)[CH2:36]1)(=[O:28])=[O:27])[CH2:23][CH2:24][CH3:25]. (3) Given the reactants [NH2:1][CH:2]([C:4]([OH:6])=[O:5])[CH3:3].[CH2:7](Cl)[CH2:8][CH2:9][CH2:10][CH2:11][CH2:12][CH2:13][CH2:14][CH2:15][CH2:16][CH2:17][CH3:18].[OH-].[Na+].S(=O)(=O)(O)[OH:23], predict the reaction product. The product is: [C:7]([NH:1][CH:2]([C:4]([OH:6])=[O:5])[CH3:3])(=[O:23])[CH2:8][CH2:9][CH2:10][CH2:11][CH2:12][CH2:13][CH2:14][CH2:15][CH2:16][CH2:17][CH3:18]. (4) The product is: [NH2:55][C:19]1[N:18]=[C:17]([C:15]2[N:14]([CH3:56])[C:11]3[CH2:12][CH2:13][NH:8][C:9](=[O:57])[C:10]=3[CH:16]=2)[C:22]([C:23]#[C:24][C:25]2[CH:26]=[C:27]([CH2:31][C:32]([NH:33][C:34]3[CH:39]=[CH:38][C:37]([CH2:40][N:41]4[CH2:42][CH2:43][N:44]([CH2:47][CH2:48][CH3:49])[CH2:45][CH2:46]4)=[C:36]([C:50]([F:52])([F:53])[F:51])[CH:35]=3)=[O:54])[CH:28]=[CH:29][CH:30]=2)=[CH:21][N:20]=1. Given the reactants C(OC([N:8]1[CH2:13][CH2:12][C:11]2[N:14]([CH3:56])[C:15]([C:17]3[C:22]([C:23]#[C:24][C:25]4[CH:30]=[CH:29][CH:28]=[C:27]([CH2:31][C:32](=[O:54])[NH:33][C:34]5[CH:39]=[CH:38][C:37]([CH2:40][N:41]6[CH2:46][CH2:45][N:44]([CH2:47][CH2:48][CH3:49])[CH2:43][CH2:42]6)=[C:36]([C:50]([F:53])([F:52])[F:51])[CH:35]=5)[CH:26]=4)=[CH:21][N:20]=[C:19]([NH2:55])[N:18]=3)=[CH:16][C:10]=2[C:9]1=[O:57])=O)(C)(C)C.O1CCOCC1, predict the reaction product. (5) The product is: [CH3:1][O:2][C:3]1[CH:4]=[C:5]([CH:26]=[CH:27][CH:28]=1)[O:6][C:7]1[CH:8]=[C:9]2[C:14](=[CH:15][CH:16]=1)[N:13]1[CH:72]=[N:74][N:75]=[C:12]1[CH:11]([NH:18][C:19](=[O:25])[O:20][C:21]([CH3:24])([CH3:23])[CH3:22])[CH2:10]2. Given the reactants [CH3:1][O:2][C:3]1[CH:4]=[C:5]([CH:26]=[CH:27][CH:28]=1)[O:6][C:7]1[CH:8]=[C:9]2[C:14](=[CH:15][CH:16]=1)[NH:13][C:12](=S)[C@@H:11]([NH:18][C:19](=[O:25])[O:20][C:21]([CH3:24])([CH3:23])[CH3:22])[CH2:10]2.COC1C=C(C=CC=1)OC1C=C2C(=CC=1)NC(=S)[C@H](NC(=O)OC(C)(C)C)C2.C(OC(N[C@H](C(OC)=O)CI)=O)(C)(C)C.[CH:72]([NH:74][NH2:75])=O.C(O)(=O)C, predict the reaction product. (6) The product is: [CH:1]([O:5][C:6]([N:8]1[CH2:9][CH2:10][CH:11]([N:14]([C:18]([C:20]2[CH:25]=[CH:24][C:23]([C:26]3[CH:27]=[CH:28][C:29]([C:32](=[O:34])[NH2:33])=[CH:30][CH:31]=3)=[CH:22][CH:21]=2)=[O:19])[CH:15]2[CH2:16][CH2:17]2)[CH2:12][CH2:13]1)=[O:7])([CH3:3])[CH3:2]. Given the reactants [C:1]([O:5][C:6]([N:8]1[CH2:13][CH2:12][CH:11]([N:14]([C:18]([C:20]2[CH:25]=[CH:24][C:23]([C:26]3[CH:31]=[CH:30][C:29]([C:32](=[O:34])[NH2:33])=[CH:28][CH:27]=3)=[CH:22][CH:21]=2)=[O:19])[CH:15]2[CH2:17][CH2:16]2)[CH2:10][CH2:9]1)=[O:7])(C)([CH3:3])[CH3:2], predict the reaction product. (7) Given the reactants [CH:1]1([S:4]([NH:7][C:8]([C@@:10]2([NH:15][C:16]([C@@H:18]3[CH2:22][C@@H:21]([O:23][C:24]4[C:25]5[O:42][C:41]6[CH:43]=[CH:44][CH:45]=[CH:46][C:40]=6[C:26]=5[N:27]=[C:28]([C:30]5[CH:35]=[CH:34][C:33]([O:36][CH:37]([CH3:39])[CH3:38])=[CH:32][CH:31]=5)[N:29]=4)[CH2:20][N:19]3[C:47](=[O:57])[C@@H:48]([NH:53][C:54]([NH2:56])=[S:55])[C:49]([CH3:52])([CH3:51])[CH3:50])=[O:17])[CH2:12][C@H:11]2[CH:13]=[CH2:14])=[O:9])(=[O:6])=[O:5])[CH2:3][CH2:2]1.C(=O)(O)[O-].[Na+].Br[CH2:64][C:65](=O)[CH3:66], predict the reaction product. The product is: [CH:1]1([S:4]([NH:7][C:8]([C@@:10]2([NH:15][C:16]([C@@H:18]3[CH2:22][C@@H:21]([O:23][C:24]4[C:25]5[O:42][C:41]6[CH:43]=[CH:44][CH:45]=[CH:46][C:40]=6[C:26]=5[N:27]=[C:28]([C:30]5[CH:31]=[CH:32][C:33]([O:36][CH:37]([CH3:38])[CH3:39])=[CH:34][CH:35]=5)[N:29]=4)[CH2:20][N:19]3[C:47](=[O:57])[C@@H:48]([NH:53][C:54]3[S:55][CH:64]=[C:65]([CH3:66])[N:56]=3)[C:49]([CH3:51])([CH3:50])[CH3:52])=[O:17])[CH2:12][C@H:11]2[CH:13]=[CH2:14])=[O:9])(=[O:6])=[O:5])[CH2:3][CH2:2]1. (8) The product is: [CH2:7]([S:11]([NH:14][CH2:15][C@@H:16]([C:42]([OH:44])=[O:43])[NH:17][C:18](=[O:41])[C:19]1[CH:24]=[CH:23][C:22]([C:25]([NH:27][C@@H:28]([C:30]2[C:39]3[C:34](=[CH:35][CH:36]=[CH:37][CH:38]=3)[CH:33]=[CH:32][CH:31]=2)[CH3:29])=[O:26])=[CH:21][C:20]=1[Cl:40])(=[O:12])=[O:13])[CH2:8][CH2:10][CH3:45]. Given the reactants C(NC1S[C:7]([S:11]([NH:14][CH2:15][C@@H:16]([C:42]([OH:44])=[O:43])[NH:17][C:18](=[O:41])[C:19]2[CH:24]=[CH:23][C:22]([C:25]([NH:27][C@@H:28]([C:30]3[C:39]4[C:34](=[CH:35][CH:36]=[CH:37][CH:38]=4)[CH:33]=[CH:32][CH:31]=3)[CH3:29])=[O:26])=[CH:21][C:20]=2[Cl:40])(=[O:13])=[O:12])=[C:8]([CH3:10])N=1)(=O)C.[CH3:45]C1C=C(C(N[C@@H](C2C3C(=CC=CC=3)C=CC=2)C)=O)C=C(C)C=1C(N[C@H](C(O)=O)CNC(C1SC=CC=1)=O)=O.BrC1C=C(C(N[C@@H](C2C3C(=CC=CC=3)C=CC=2)C)=O)C=CC=1C(N[C@H](C(O)=O)CNC(C1SC=CC=1)=O)=O.ClC1C=C(C(N[C@@H](C2C3C(=CC=CC=3)C=CC=2)C)=O)C=C(Cl)C=1C(N[C@H](C(O)=O)CNC(C1SC=CC=1)=O)=O, predict the reaction product.